From a dataset of Forward reaction prediction with 1.9M reactions from USPTO patents (1976-2016). Predict the product of the given reaction. (1) Given the reactants [C:1]([O:5][C:6](=[O:20])[NH:7][C:8]1[C:9]([C:13]2[CH:18]=[CH:17][C:16]([OH:19])=[CH:15][CH:14]=2)=[N:10][O:11][CH:12]=1)([CH3:4])([CH3:3])[CH3:2].C([O-])([O-])=O.[K+].[K+].Br[CH2:28][C:29]([C:31]1[CH:36]=[CH:35][CH:34]=[CH:33][CH:32]=1)=[O:30].O.C(OCC)(=O)C, predict the reaction product. The product is: [C:1]([O:5][C:6](=[O:20])[NH:7][C:8]1[C:9]([C:13]2[CH:14]=[CH:15][C:16]([O:19][CH2:28][C:29](=[O:30])[C:31]3[CH:36]=[CH:35][CH:34]=[CH:33][CH:32]=3)=[CH:17][CH:18]=2)=[N:10][O:11][CH:12]=1)([CH3:4])([CH3:2])[CH3:3]. (2) Given the reactants OC1C=CC2CCC3C(C=2C=1)=NNC=3C(N)=O.Cl.[OH:19][CH2:20][CH2:21][CH2:22][N:23]1[C:34]([C:35]([O:37]CC)=[O:36])=[C:33]2[C:25]([C:26]3[CH:27]=[N:28][NH:29][C:30]=3[CH2:31][CH2:32]2)=[N:24]1, predict the reaction product. The product is: [OH:19][CH2:20][CH2:21][CH2:22][N:23]1[C:34]([C:35]([OH:37])=[O:36])=[C:33]2[C:25]([C:26]3[CH:27]=[N:28][NH:29][C:30]=3[CH2:31][CH2:32]2)=[N:24]1. (3) Given the reactants C(O)(C(F)(F)F)=O.C(OC(=O)[NH:14][C:15]1[C:24]2[C:19](=[CH:20][CH:21]=[CH:22][CH:23]=2)[C:18]([O:25][C:26]2[CH:31]=[CH:30][N:29]=[C:28]([NH:32][C:33]3[CH:38]=[CH:37][CH:36]=[CH:35][CH:34]=3)[CH:27]=2)=[CH:17][CH:16]=1)(C)(C)C, predict the reaction product. The product is: [NH2:14][C:15]1[C:24]2[C:19](=[CH:20][CH:21]=[CH:22][CH:23]=2)[C:18]([O:25][C:26]2[CH:31]=[CH:30][N:29]=[C:28]([NH:32][C:33]3[CH:34]=[CH:35][CH:36]=[CH:37][CH:38]=3)[CH:27]=2)=[CH:17][CH:16]=1. (4) Given the reactants [Cl:1][C:2]1[C:6]([N:7]([CH2:14][C:15]#[CH:16])[C:8](=[O:13])[CH:9]([S:11][CH3:12])[CH3:10])=[CH:5][N:4]([C:17]2[CH:18]=[N:19][CH:20]=[CH:21][CH:22]=2)[N:3]=1.B1([O-])OO1.[OH2:27].[OH2:28].O.O.[Na+].C([O-])(O)=O.[Na+], predict the reaction product. The product is: [Cl:1][C:2]1[C:6]([N:7]([CH2:14][C:15]#[CH:16])[C:8](=[O:13])[CH:9]([S:11]([CH3:12])(=[O:28])=[O:27])[CH3:10])=[CH:5][N:4]([C:17]2[CH:18]=[N:19][CH:20]=[CH:21][CH:22]=2)[N:3]=1. (5) Given the reactants [F:1][C:2]1[CH:7]=[CH:6][C:5]([F:8])=[CH:4][C:3]=1[CH:9]1[CH2:13][CH2:12][CH2:11][N:10]1[C:14]1[CH:19]=[CH:18][N:17]2[N:20]=[CH:21][C:22]([C:23]([NH:25][NH:26][C:27](=[O:30])[CH2:28][CH3:29])=O)=[C:16]2[N:15]=1.N1C=CC=CC=1.S(OS(C(F)(F)F)(=O)=O)(C(F)(F)F)(=O)=O, predict the reaction product. The product is: [F:1][C:2]1[CH:7]=[CH:6][C:5]([F:8])=[CH:4][C:3]=1[CH:9]1[CH2:13][CH2:12][CH2:11][N:10]1[C:14]1[CH:19]=[CH:18][N:17]2[N:20]=[CH:21][C:22]([C:23]3[O:30][C:27]([CH2:28][CH3:29])=[N:26][N:25]=3)=[C:16]2[N:15]=1. (6) Given the reactants C(OC([NH:8][CH:9]1[CH2:13][CH2:12][N:11]([S:14]([C:17]2[C:18]3[C:19]([Br:27])=[CH:20][N:21]=[CH:22][C:23]=3[CH:24]=[CH:25][CH:26]=2)(=[O:16])=[O:15])[CH2:10]1)=O)(C)(C)C.[ClH:28].CO, predict the reaction product. The product is: [NH2:8][CH:9]1[CH2:13][CH2:12][N:11]([S:14]([C:17]2[C:18]3[C:19]([Br:27])=[CH:20][N:21]=[CH:22][C:23]=3[CH:24]=[CH:25][CH:26]=2)(=[O:16])=[O:15])[CH2:10]1.[ClH:28].